Task: Predict the reaction yield, written as a fraction of the theoretical maximum amount of product (1.0 means a 100% yield; for example, 0.34 means a 34% yield).. Dataset: Reaction yield outcomes from USPTO patents with 853,638 reactions (1) The reactants are [Cl:1][C:2]1[CH:7]=[C:6]2[NH:8][C:9](=[O:42])[C@:10]3([C@@H:14]([C:15]4[CH:20]=[CH:19][CH:18]=[C:17]([Cl:21])[C:16]=4[F:22])[C@H:13]([C:23]([NH:25][C:26]4[CH:31]=[CH:30][C:29]([CH2:32][CH2:33][C:34](O)=[O:35])=[CH:28][CH:27]=4)=[O:24])[NH:12][C@H:11]3[CH2:37][C:38]([CH3:41])([CH3:40])[CH3:39])[C:5]2=[CH:4][CH:3]=1.C([N:46](CC)C(C)C)(C)C.F[P-](F)(F)(F)(F)F.N1(OC(N(C)C)=[N+](C)C)C2N=CC=CC=2N=N1.[NH4+].[Cl-]. The catalyst is CN(C=O)C.CCOC(C)=O. The product is [C:34]([CH2:33][CH2:32][C:29]1[CH:30]=[CH:31][C:26]([NH:25][C:23]([CH:13]2[NH:12][CH:11]([CH2:37][C:38]([CH3:41])([CH3:40])[CH3:39])[C:10]3([C:5]4[C:6](=[CH:7][C:2]([Cl:1])=[CH:3][CH:4]=4)[NH:8][C:9]3=[O:42])[CH:14]2[C:15]2[CH:20]=[CH:19][CH:18]=[C:17]([Cl:21])[C:16]=2[F:22])=[O:24])=[CH:27][CH:28]=1)(=[O:35])[NH2:46]. The yield is 0.400. (2) The reactants are [F:1][C:2]1[CH:3]=[CH:4][C:5]([NH:8][NH:9][C:10]([C@:12]2([CH2:18][O:19][Si:20]([CH:27]([CH3:29])[CH3:28])([CH:24]([CH3:26])[CH3:25])[CH:21]([CH3:23])[CH3:22])[CH2:16][CH2:15][CH2:14][N:13]2[CH3:17])=O)=[N:6][CH:7]=1.C1C=CC(P(C2C=CC=CC=2)C2C=CC=CC=2)=CC=1.CCN(CC)CC.ClC(Cl)(Cl)C(Cl)(Cl)Cl. The catalyst is C1COCC1.C(Cl)Cl. The product is [F:1][C:2]1[CH:3]=[CH:4][C:5]2[N:6]([C:10]([C@:12]3([CH2:18][O:19][Si:20]([CH:27]([CH3:29])[CH3:28])([CH:24]([CH3:26])[CH3:25])[CH:21]([CH3:23])[CH3:22])[CH2:16][CH2:15][CH2:14][N:13]3[CH3:17])=[N:9][N:8]=2)[CH:7]=1. The yield is 0.410. (3) The reactants are Br[C:2]1[N:7]=[C:6]([C:8](=[O:10])[CH3:9])[CH:5]=[CH:4][CH:3]=1.[CH2:11]([N:15]1[N:19]=[C:18]2[CH:20]=[CH:21][CH:22]=[CH:23][C:17]2=[N:16]1)[CH2:12][C:13]#[CH:14]. No catalyst specified. The product is [N:16]1[N:15]([CH2:11][CH2:12][C:13]#[C:14][C:2]2[N:7]=[C:6]([C:8](=[O:10])[CH3:9])[CH:5]=[CH:4][CH:3]=2)[N:19]=[C:18]2[CH:20]=[CH:21][CH:22]=[CH:23][C:17]=12. The yield is 0.510. (4) The reactants are C[N:2](C)[CH:3]=[CH:4][C:5]([C:7]1[C:12](=[O:13])[CH:11]=[CH:10][N:9]([C:14]2[CH:19]=[CH:18][CH:17]=[CH:16][C:15]=2[F:20])[N:8]=1)=O.[C:22]1([NH:28]N)[CH:27]=[CH:26][CH:25]=[CH:24][CH:23]=1. The catalyst is CO. The product is [F:20][C:15]1[CH:16]=[CH:17][CH:18]=[CH:19][C:14]=1[N:9]1[CH:10]=[CH:11][C:12](=[O:13])[C:7]([C:5]2[N:28]([C:22]3[CH:27]=[CH:26][CH:25]=[CH:24][CH:23]=3)[N:2]=[CH:3][CH:4]=2)=[N:8]1. The yield is 0.310. (5) The reactants are [Cl:1][C:2]1[C:3]([CH3:15])=[C:4]([CH:12]=[CH:13][CH:14]=1)[C:5]([N:7]([CH2:10][CH3:11])CC)=[O:6].[Li]CCCC.C(C1[CH:39]=[CH:38][C:26]([C:27]([NH:29][CH2:30][CH:31]2[CH2:36][CH2:35][N:34]([CH3:37])[CH2:33][CH2:32]2)=[O:28])=[CH:25][CH:24]=1)#N. The catalyst is C1COCC1. The product is [Cl:1][C:2]1[CH:14]=[CH:13][CH:12]=[C:4]2[C:3]=1[CH:15]=[C:10]([C:11]1[CH:39]=[CH:38][C:26]([C:27]([NH:29][CH2:30][CH:31]3[CH2:36][CH2:35][N:34]([CH3:37])[CH2:33][CH2:32]3)=[O:28])=[CH:25][CH:24]=1)[NH:7][C:5]2=[O:6]. The yield is 0.130.